Dataset: Reaction yield outcomes from USPTO patents with 853,638 reactions. Task: Predict the reaction yield, written as a fraction of the theoretical maximum amount of product (1.0 means a 100% yield; for example, 0.34 means a 34% yield). (1) The reactants are [Cl:1][C:2]1[CH:8]=[C:7]([O:9][C:10]2[C:19]3[C:14](=[CH:15][C:16]([O:22][CH3:23])=[C:17]([O:20][CH3:21])[CH:18]=3)[N:13]=[CH:12][N:11]=2)[CH:6]=[CH:5][C:3]=1[NH2:4].[C:24]1(C)C=C[CH:27]=[CH:26][CH:25]=1.ClC(Cl)([O:34][C:35](=O)[O:36]C(Cl)(Cl)Cl)Cl.C(=O)(O)[O-].[Na+]. The catalyst is C(Cl)Cl.C(O)CCC.C(N(CC)CC)C. The product is [Cl:1][C:2]1[CH:8]=[C:7]([O:9][C:10]2[C:19]3[C:14](=[CH:15][C:16]([O:22][CH3:23])=[C:17]([O:20][CH3:21])[CH:18]=3)[N:13]=[CH:12][N:11]=2)[CH:6]=[CH:5][C:3]=1[NH:4][C:35](=[O:34])[O:36][CH2:27][CH2:26][CH2:25][CH3:24]. The yield is 0.660. (2) The catalyst is CN(P(N(C)C)(N(C)C)=O)C.CCOC(C)=O.O. The product is [CH:1]1([C:4]2[C:5]([N:24]([C:35]3[CH:34]=[CH:33][C:32]([N+:38]([O-:40])=[O:39])=[C:31]([CH:30]([F:29])[F:41])[CH:36]=3)[S:25]([CH3:28])(=[O:27])=[O:26])=[CH:6][C:7]3[O:11][C:10]([C:12]4[CH:17]=[CH:16][C:15]([F:18])=[CH:14][CH:13]=4)=[C:9]([C:19]([NH:21][CH3:22])=[O:20])[C:8]=3[CH:23]=2)[CH2:3][CH2:2]1. The reactants are [CH:1]1([C:4]2[C:5]([NH:24][S:25]([CH3:28])(=[O:27])=[O:26])=[CH:6][C:7]3[O:11][C:10]([C:12]4[CH:17]=[CH:16][C:15]([F:18])=[CH:14][CH:13]=4)=[C:9]([C:19]([NH:21][CH3:22])=[O:20])[C:8]=3[CH:23]=2)[CH2:3][CH2:2]1.[F:29][CH:30]([F:41])[C:31]1[CH:36]=[C:35](F)[CH:34]=[CH:33][C:32]=1[N+:38]([O-:40])=[O:39].C([O-])([O-])=O.[K+].[K+]. The yield is 0.970. (3) The reactants are C(N(CC)CC)C.[CH3:8][C:9]([O:12][C:13](O[C:13]([O:12][C:9]([CH3:11])([CH3:10])[CH3:8])=[O:14])=[O:14])([CH3:11])[CH3:10].[Br:23][C:24]1[C:25]([N:42]2[CH2:47][CH2:46][CH2:45][C@@H:44]([NH:48][C:49](=[O:55])[O:50][C:51]([CH3:54])([CH3:53])[CH3:52])[CH2:43]2)=[C:26]2[C:32]([NH:33][C:34](=[O:41])[C:35]3[CH:40]=[CH:39][CH:38]=[N:37][CH:36]=3)=[CH:31][NH:30][C:27]2=[N:28][CH:29]=1.O. The catalyst is CN(C)C1C=CN=CC=1.C(Cl)Cl. The product is [Br:23][C:24]1[C:25]([N:42]2[CH2:47][CH2:46][CH2:45][C@@H:44]([NH:48][C:49]([O:50][C:51]([CH3:52])([CH3:54])[CH3:53])=[O:55])[CH2:43]2)=[C:26]2[C:32]([NH:33][C:34](=[O:41])[C:35]3[CH:40]=[CH:39][CH:38]=[N:37][CH:36]=3)=[CH:31][N:30]([C:13]([O:12][C:9]([CH3:11])([CH3:10])[CH3:8])=[O:14])[C:27]2=[N:28][CH:29]=1. The yield is 0.890. (4) The product is [NH2:1][C:4]1[CH:12]=[C:11]2[C:7]([C:8]([C:13]#[N:14])=[CH:9][NH:10]2)=[CH:6][CH:5]=1. The yield is 0.980. The catalyst is CCO.[Pd]. The reactants are [N+:1]([C:4]1[CH:12]=[C:11]2[C:7]([C:8]([C:13]#[N:14])=[CH:9][NH:10]2)=[CH:6][CH:5]=1)([O-])=O. (5) The reactants are Cl[CH2:2][CH2:3][NH:4][C:5]([NH:7][C:8]1[CH:13]=[CH:12][C:11]([C:14]2[N:15]([CH2:27][CH3:28])[C:16]3[C:21]([C:22]=2[C:23]#[N:24])=[CH:20][CH:19]=[C:18]([O:25][CH3:26])[CH:17]=3)=[CH:10][CH:9]=1)=[O:6].[OH-].[K+]. The catalyst is CO. The product is [CH2:27]([N:15]1[C:16]2[C:21](=[CH:20][CH:19]=[C:18]([O:25][CH3:26])[CH:17]=2)[C:22]([C:23]#[N:24])=[C:14]1[C:11]1[CH:12]=[CH:13][C:8]([N:7]2[CH2:2][CH2:3][NH:4][C:5]2=[O:6])=[CH:9][CH:10]=1)[CH3:28]. The yield is 0.620. (6) The reactants are C(N)(C)C.C([Li])CCC.[Li+].CC([N-]C(C)C)C.[CH3:18][O:19][C:20]([CH:22]1[CH2:27][CH2:26][N:25]([C:28]([O:30][C:31]([CH3:34])([CH3:33])[CH3:32])=[O:29])[CH2:24][CH2:23]1)=[O:21].[Cl:35][C:36]1[CH:43]=[CH:42][C:39]([CH2:40]Cl)=[CH:38][CH:37]=1.[Cl-].[NH4+]. The catalyst is C1COCC1.CN(P(N(C)C)(N(C)C)=O)C. The product is [CH3:18][O:19][C:20]([C:22]1([CH2:40][C:39]2[CH:42]=[CH:43][C:36]([Cl:35])=[CH:37][CH:38]=2)[CH2:23][CH2:24][N:25]([C:28]([O:30][C:31]([CH3:34])([CH3:33])[CH3:32])=[O:29])[CH2:26][CH2:27]1)=[O:21]. The yield is 0.340. (7) The reactants are [CH2:1]([S:3]([N:6]1[CH2:11][CH2:10][CH:9]([C:12]2[C:20]3[C:15](=[C:16]([C:29]([NH2:31])=[O:30])[CH:17]=[C:18]([C:21]4[CH:25]=[C:24]([CH2:26][NH:27][CH3:28])[S:23][CH:22]=4)[CH:19]=3)[NH:14][CH:13]=2)[CH2:8][CH2:7]1)(=[O:5])=[O:4])[CH3:2].C(N(CC)CC)C.[CH3:39][CH2:40][O:41][C:42](Cl)=[O:43]. The catalyst is CN(C=O)C. The product is [NH2:31][C:29]([C:16]1[CH:17]=[C:18]([C:21]2[CH:25]=[C:24]([CH2:26][N:27]([CH3:28])[C:42](=[O:43])[O:41][CH2:40][CH3:39])[S:23][CH:22]=2)[CH:19]=[C:20]2[C:15]=1[NH:14][CH:13]=[C:12]2[CH:9]1[CH2:10][CH2:11][N:6]([S:3]([CH2:1][CH3:2])(=[O:5])=[O:4])[CH2:7][CH2:8]1)=[O:30]. The yield is 0.535. (8) The reactants are CS(O)(=O)=O.[NH2:6][CH2:7][C:8]1[CH:9]=[C:10]2[C:14](=[CH:15][CH:16]=1)[C:13](=[O:17])[N:12]([CH:18]1[CH2:23][CH2:22][C:21](=[O:24])[NH:20][C:19]1=[O:25])[CH2:11]2.CN(C(ON1N=NC2C=CC=NC1=2)=[N+](C)C)C.F[P-](F)(F)(F)(F)F.[C:50]([C:54]1[CH:59]=[CH:58][C:57]([C:60]([F:65])([F:64])[C:61](O)=[O:62])=[CH:56][CH:55]=1)([CH3:53])([CH3:52])[CH3:51].C(N(C(C)C)C(C)C)C. The catalyst is CN(C=O)C.O. The product is [C:50]([C:54]1[CH:59]=[CH:58][C:57]([C:60]([F:64])([F:65])[C:61]([NH:6][CH2:7][C:8]2[CH:9]=[C:10]3[C:14](=[CH:15][CH:16]=2)[C:13](=[O:17])[N:12]([CH:18]2[CH2:23][CH2:22][C:21](=[O:24])[NH:20][C:19]2=[O:25])[CH2:11]3)=[O:62])=[CH:56][CH:55]=1)([CH3:53])([CH3:51])[CH3:52]. The yield is 0.363.